From a dataset of Reaction yield outcomes from USPTO patents with 853,638 reactions. Predict the reaction yield, written as a fraction of the theoretical maximum amount of product (1.0 means a 100% yield; for example, 0.34 means a 34% yield). (1) The reactants are [Cl:1][C:2]1[CH:3]=[C:4]([C:10]2[C:15]([CH3:16])=[CH:14][CH:13]=[C:12]([NH:17][C:18]([C:20]3([C:23]4[CH:33]=[CH:32][C:26]5[O:27][C:28]([F:31])([F:30])[O:29][C:25]=5[CH:24]=4)[CH2:22][CH2:21]3)=[O:19])[N:11]=2)[C:5]([O:8]C)=[N:6][CH:7]=1.I[Si](C)(C)C. The catalyst is C(Cl)(Cl)Cl. The product is [Cl:1][C:2]1[CH:3]=[C:4]([C:10]2[N:11]=[C:12]([NH:17][C:18]([C:20]3([C:23]4[CH:33]=[CH:32][C:26]5[O:27][C:28]([F:30])([F:31])[O:29][C:25]=5[CH:24]=4)[CH2:22][CH2:21]3)=[O:19])[CH:13]=[CH:14][C:15]=2[CH3:16])[C:5](=[O:8])[NH:6][CH:7]=1. The yield is 0.410. (2) The reactants are [CH:1]1([NH:6][C:7]2[CH:8]=[C:9]([F:25])[CH:10]=[C:11]3[C:15]=2[NH:14][C:13]([C:16]2[S:17][CH2:18][C@@H:19]([CH2:21][C:22](O)=[O:23])[N:20]=2)=[CH:12]3)[CH2:5][CH2:4][CH2:3][CH2:2]1.[NH2:26][CH2:27][CH2:28][N:29]1[CH2:34][CH2:33][O:32][CH2:31][CH2:30]1. No catalyst specified. The product is [CH:1]1([NH:6][C:7]2[CH:8]=[C:9]([F:25])[CH:10]=[C:11]3[C:15]=2[NH:14][C:13]([C:16]2[S:17][CH2:18][C@@H:19]([CH2:21][C:22]([NH:26][CH2:27][CH2:28][N:29]4[CH2:34][CH2:33][O:32][CH2:31][CH2:30]4)=[O:23])[N:20]=2)=[CH:12]3)[CH2:2][CH2:3][CH2:4][CH2:5]1. The yield is 0.600.